This data is from Full USPTO retrosynthesis dataset with 1.9M reactions from patents (1976-2016). The task is: Predict the reactants needed to synthesize the given product. (1) Given the product [CH:21]1([C:18]2[CH:19]=[N:20][C:11]([NH:10][C:6]3[CH:5]=[C:4]4[C:9](=[CH:8][CH:7]=3)[N:1]([C:27]3[CH:28]=[CH:29][CH:30]=[C:25]([F:24])[CH:26]=3)[CH:2]=[CH:3]4)=[C:12]([CH:17]=2)[C:13]([O:15][CH3:16])=[O:14])[CH2:23][CH2:22]1, predict the reactants needed to synthesize it. The reactants are: [NH:1]1[C:9]2[C:4](=[CH:5][C:6]([NH:10][C:11]3[N:20]=[CH:19][C:18]([CH:21]4[CH2:23][CH2:22]4)=[CH:17][C:12]=3[C:13]([O:15][CH3:16])=[O:14])=[CH:7][CH:8]=2)[CH:3]=[CH:2]1.[F:24][C:25]1[CH:30]=[CH:29][CH:28]=[C:27](I)[CH:26]=1.[C@@H]1(N)CCCC[C@H]1N.P([O-])([O-])([O-])=O.[K+].[K+].[K+]. (2) Given the product [F:1][C:2]1[CH:3]=[CH:4][C:5]([C:8]2[O:15][C:16]3[CH:21]=[CH:20][C:19]([OH:22])=[CH:18][C:17]=3[C:9]=2[C:10]([O:12][CH2:13][CH3:14])=[O:11])=[CH:6][CH:7]=1, predict the reactants needed to synthesize it. The reactants are: [F:1][C:2]1[CH:7]=[CH:6][C:5]([C:8](=[O:15])[CH2:9][C:10]([O:12][CH2:13][CH3:14])=[O:11])=[CH:4][CH:3]=1.[C:16]1(=O)[CH:21]=[CH:20][C:19](=[O:22])[CH:18]=[CH:17]1.CCOC(C)=O.